The task is: Predict the reactants needed to synthesize the given product.. This data is from Retrosynthesis with 50K atom-mapped reactions and 10 reaction types from USPTO. (1) Given the product [N-]=[N+]=Nc1ccc(N2CC(CO)OC2=O)cc1F, predict the reactants needed to synthesize it. The reactants are: Nc1ccc(N2CC(CO)OC2=O)cc1F.[N-]=[N+]=[N-]. (2) Given the product CC(C)(C)c1cc(C(=O)NCCc2ccc(N)cc2)cc(C(C)(C)C)c1O, predict the reactants needed to synthesize it. The reactants are: CC(C)(C)c1cc(C(=O)NCCc2ccc([N+](=O)[O-])cc2)cc(C(C)(C)C)c1O. (3) Given the product CC(C)C[C@H]1C[C@H]2CSC(NC(=O)c3ccccc3)=N[C@@]2(c2ccc(F)cc2F)CO1, predict the reactants needed to synthesize it. The reactants are: CC(C)=C[C@H]1C[C@H]2CSC(NC(=O)c3ccccc3)=N[C@@]2(c2ccc(F)cc2F)CO1. (4) Given the product CC(=O)N1CCC(N(C(=O)Nc2ncc(SCCC(=O)O)s2)[C@H]2CC[C@H](C)CC2)CC1, predict the reactants needed to synthesize it. The reactants are: CCOC(=O)CCSc1cnc(NC(=O)N(C2CCC(C)CC2)C2CCN(C(C)=O)CC2)s1.